This data is from Full USPTO retrosynthesis dataset with 1.9M reactions from patents (1976-2016). The task is: Predict the reactants needed to synthesize the given product. (1) Given the product [CH3:1][C:2]1([CH3:35])[C:11]2[CH:10]=[C:9]([CH:12]([OH:13])[C:14]3[CH:15]=[C:16]4[C:21](=[CH:22][CH:23]=3)[CH:20]=[C:19]([C:24]([OH:26])=[O:25])[CH:18]=[CH:17]4)[CH:8]=[CH:7][C:6]=2[C:5]([C:28]2[CH:29]=[CH:30][C:31]([CH3:34])=[CH:32][CH:33]=2)=[CH:4][CH2:3]1, predict the reactants needed to synthesize it. The reactants are: [CH3:1][C:2]1([CH3:35])[C:11]2[CH:10]=[C:9]([C:12]([C:14]3[CH:15]=[C:16]4[C:21](=[CH:22][CH:23]=3)[CH:20]=[C:19]([C:24]([O:26]C)=[O:25])[CH:18]=[CH:17]4)=[O:13])[CH:8]=[CH:7][C:6]=2[C:5]([C:28]2[CH:33]=[CH:32][C:31]([CH3:34])=[CH:30][CH:29]=2)=[CH:4][CH2:3]1.O.O.[OH-].[Li+].Cl. (2) The reactants are: [OH:1][C:2]1[CH:9]=[CH:8][C:5]([CH2:6][OH:7])=[CH:4][CH:3]=1.[C:10]([O-:13])([O-])=O.[K+].[K+].[C:16](#[N:18])[CH3:17]. Given the product [CH3:10][O:13]/[N:18]=[C:16](/[C:2]1[CH:9]=[CH:8][CH:5]=[CH:4][CH:3]=1)\[CH2:17][O:1][C:2]1[CH:9]=[CH:8][C:5]([CH2:6][OH:7])=[CH:4][CH:3]=1, predict the reactants needed to synthesize it.